Task: Predict which catalyst facilitates the given reaction.. Dataset: Catalyst prediction with 721,799 reactions and 888 catalyst types from USPTO (1) Reactant: S(S([O-])(=O)=O)([O-])(=O)=O.[Na+].[Na+].[CH3:11][O:12][C:13](=[O:35])[CH2:14][C:15]1[CH:20]=[C:19]([Br:21])[C:18]([O:22][C:23]2[CH:28]=[CH:27][C:26]([O:29][CH3:30])=[C:25]([N+:31]([O-])=O)[CH:24]=2)=[C:17]([Br:34])[CH:16]=1. Product: [CH3:11][O:12][C:13](=[O:35])[CH2:14][C:15]1[CH:20]=[C:19]([Br:21])[C:18]([O:22][C:23]2[CH:28]=[CH:27][C:26]([O:29][CH3:30])=[C:25]([NH2:31])[CH:24]=2)=[C:17]([Br:34])[CH:16]=1. The catalyst class is: 5. (2) Reactant: [CH:1]([C:4]1[CH:9]=[CH:8][CH:7]=[CH:6][C:5]=1[O:10][CH3:11])([CH3:3])[CH3:2].[Cl:12][S:13](O)(=[O:15])=[O:14]. Product: [Cl:12][S:13]([C:8]1[CH:7]=[CH:6][C:5]([O:10][CH3:11])=[C:4]([CH:1]([CH3:3])[CH3:2])[CH:9]=1)(=[O:15])=[O:14]. The catalyst class is: 2. (3) Reactant: [Cl:1][C:2]1[CH:3]=[CH:4][C:5]2[O:10][CH2:9][CH:8]3[C:11]([CH2:23][CH2:24][CH2:25][OH:26])([C:17]4[CH:22]=[CH:21][CH:20]=[CH:19][CH:18]=4)[C:12]([C:14](=[O:16])[CH3:15])=[N:13][N:7]3[C:6]=2[CH:27]=1.CC(OI1(OC(C)=O)(OC(C)=O)OC(=O)C2C=CC=CC1=2)=O.S([O-])([O-])(=O)=S.[Na+].[Na+].C([O-])(O)=O.[Na+]. Product: [C:14]([C:12]1[C:11]([CH2:23][CH2:24][CH:25]=[O:26])([C:17]2[CH:18]=[CH:19][CH:20]=[CH:21][CH:22]=2)[CH:8]2[CH2:9][O:10][C:5]3[CH:4]=[CH:3][C:2]([Cl:1])=[CH:27][C:6]=3[N:7]2[N:13]=1)(=[O:16])[CH3:15]. The catalyst class is: 2. (4) Reactant: [Br-].[CH3:2][C:3]1[CH:4]=[C:5]([S+:24]2[C:28]3[CH:29]=[CH:30][CH:31]=[CH:32][C:27]=3[C:26]3[CH:33]=[CH:34][CH:35]=[CH:36][C:25]2=3)[CH:6]=[C:7]([CH3:23])[C:8]=1[O:9][CH2:10][C:11](=[O:22])[O:12][C:13]([C:16]1[CH:21]=[CH:20][CH:19]=[CH:18][CH:17]=1)([CH3:15])[CH3:14].[F:37][C:38]([F:50])([S:46]([O-:49])(=[O:48])=[O:47])[CH2:39][O:40][C:41](=[O:45])[C:42]([CH3:44])=[CH2:43].C([NH+](CC)CC)C.O. Product: [F:50][C:38]([F:37])([S:46]([O-:49])(=[O:48])=[O:47])[CH2:39][O:40][C:41](=[O:45])[C:42]([CH3:44])=[CH2:43].[CH3:23][C:7]1[CH:6]=[C:5]([S+:24]2[C:28]3[CH:29]=[CH:30][CH:31]=[CH:32][C:27]=3[C:26]3[CH:33]=[CH:34][CH:35]=[CH:36][C:25]2=3)[CH:4]=[C:3]([CH3:2])[C:8]=1[O:9][CH2:10][C:11](=[O:22])[O:12][C:13]([C:16]1[CH:17]=[CH:18][CH:19]=[CH:20][CH:21]=1)([CH3:15])[CH3:14]. The catalyst class is: 4. (5) Product: [ClH:30].[NH2:24][C:21]1[CH:22]=[CH:23][C:3]([O:2][CH3:1])=[C:4]([CH:20]=1)[CH2:5][S:6][C:7]1[CH:12]=[CH:11][CH:10]=[CH:9][C:8]=1[NH:13][C:14](=[O:19])[C:15]([CH3:16])([CH3:17])[CH3:18]. The catalyst class is: 40. Reactant: [CH3:1][O:2][C:3]1[CH:23]=[CH:22][C:21]([N+:24]([O-])=O)=[CH:20][C:4]=1[CH2:5][S:6][C:7]1[CH:12]=[CH:11][CH:10]=[CH:9][C:8]=1[NH:13][C:14](=[O:19])[C:15]([CH3:18])([CH3:17])[CH3:16].O.O.[Sn](Cl)[Cl:30].[OH-].[K+]. (6) Reactant: [CH3:1]OP(C(=[N+]=[N-])C(=O)C)(=O)OC.[F:13][C:14]([F:25])([F:24])[O:15][C:16]1[CH:23]=[CH:22][CH:21]=[CH:20][C:17]=1[CH:18]=O.C([O-])([O-])=O.[K+].[K+]. Product: [C:18]([C:17]1[CH:20]=[CH:21][CH:22]=[CH:23][C:16]=1[O:15][C:14]([F:25])([F:24])[F:13])#[CH:1]. The catalyst class is: 5.